Dataset: Full USPTO retrosynthesis dataset with 1.9M reactions from patents (1976-2016). Task: Predict the reactants needed to synthesize the given product. (1) Given the product [C:37](=[O:38])([O:16][C:13]([CH3:14])([CH3:15])[CH:12]([NH:11][C:9]([NH:8][C:5]1[CH:6]=[CH:7][C:2]([Cl:1])=[CH:3][CH:4]=1)=[O:10])[C:17]([N:19]1[CH2:24][CH2:23][N:22]([N:25]2[CH2:29][C:28]3=[CH:30][N:31]=[C:32]([CH3:33])[N:27]3[C:26]2=[O:34])[CH2:21][CH2:20]1)=[O:18])[NH2:39], predict the reactants needed to synthesize it. The reactants are: [Cl:1][C:2]1[CH:7]=[CH:6][C:5]([NH:8][C:9]([NH:11][CH:12]([C:17]([N:19]2[CH2:24][CH2:23][N:22]([N:25]3[CH2:29][C:28]4=[CH:30][N:31]=[C:32]([CH3:33])[N:27]4[C:26]3=[O:34])[CH2:21][CH2:20]2)=[O:18])[C:13]([OH:16])([CH3:15])[CH3:14])=[O:10])=[CH:4][CH:3]=1.ClC(Cl)(Cl)[C:37]([N:39]=C=O)=[O:38].CO.C(=O)([O-])[O-].[K+].[K+]. (2) Given the product [CH2:1]([C:13]1[CH:17]=[CH:16][S:15][C:14]=1/[CH:18]=[CH:18]/[C:14]1[S:15][CH:16]=[CH:17][C:13]=1[CH2:1][CH2:2][CH2:3][CH2:4][CH2:5][CH2:6][CH2:7][CH2:8][CH2:9][CH2:10][CH2:11][CH3:12])[CH2:2][CH2:3][CH2:4][CH2:5][CH2:6][CH2:7][CH2:8][CH2:9][CH2:10][CH2:11][CH3:12], predict the reactants needed to synthesize it. The reactants are: [CH2:1]([C:13]1[CH:17]=[CH:16][S:15][C:14]=1[CH:18]=O)[CH2:2][CH2:3][CH2:4][CH2:5][CH2:6][CH2:7][CH2:8][CH2:9][CH2:10][CH2:11][CH3:12]. (3) Given the product [CH:1]([C:4]1[S:5][CH:6]=[C:7]([CH2:9][OH:10])[N:8]=1)([CH3:3])[CH3:2], predict the reactants needed to synthesize it. The reactants are: [CH:1]([C:4]1[S:5][CH:6]=[C:7]([C:9](OCC)=[O:10])[N:8]=1)([CH3:3])[CH3:2].[H-].C([Al+]CC(C)C)C(C)C.C(O)(=O)C.C(C(C(C([O-])=O)O)O)([O-])=O.[K+].[Na+]. (4) Given the product [C:19]([O:18][C:16]([N:13]1[CH2:14][CH2:15][CH:10]([CH:9]([C:3]2[CH:4]=[CH:5][C:6]([F:8])=[CH:7][C:2]=2[F:1])[F:23])[CH2:11][CH2:12]1)=[O:17])([CH3:22])([CH3:20])[CH3:21].[F:1][C:2]1[CH:7]=[C:6]([F:8])[CH:5]=[CH:4][C:3]=1[C@H:9]([F:23])[CH:10]1[CH2:15][CH2:14][NH:13][CH2:12][CH2:11]1.[ClH:24], predict the reactants needed to synthesize it. The reactants are: [F:1][C:2]1[CH:7]=[C:6]([F:8])[CH:5]=[CH:4][C:3]=1[C@H:9]([F:23])[CH:10]1[CH2:15][CH2:14][N:13]([C:16]([O:18][C:19]([CH3:22])([CH3:21])[CH3:20])=[O:17])[CH2:12][CH2:11]1.[ClH:24]. (5) Given the product [Cl:1][C:2]1[CH:8]=[CH:7][CH:6]=[C:5]([CH3:9])[C:3]=1[NH:4][C:12]1[CH:17]=[CH:16][C:15]([CH2:18][CH3:19])=[CH:14][CH:13]=1, predict the reactants needed to synthesize it. The reactants are: [Cl:1][C:2]1[CH:8]=[CH:7][CH:6]=[C:5]([CH3:9])[C:3]=1[NH2:4].CO[C:12]1[CH2:17][CH:16]=[C:15]([CH2:18][CH3:19])[CH2:14][CH:13]=1.II. (6) Given the product [CH3:14][O:13][CH:12]([O:15][CH3:16])[CH2:11][S:9][C:6]1[CH:7]=[CH:8][C:3]([CH2:1][CH3:2])=[CH:4][CH:5]=1, predict the reactants needed to synthesize it. The reactants are: [CH2:1]([C:3]1[CH:8]=[CH:7][C:6]([SH:9])=[CH:5][CH:4]=1)[CH3:2].Br[CH2:11][CH:12]([O:15][CH3:16])[O:13][CH3:14].CO.C[O-].[Na+]. (7) Given the product [Br:1][C:2]1[C:10]2[C:9]([C:11]([NH:24][CH2:25][C:26]3[C:27](=[O:34])[NH:28][C:29]([CH3:33])=[CH:30][C:31]=3[CH3:32])=[O:13])=[CH:8][C:7]([C:14]3[CH:19]=[CH:18][CH:17]=[CH:16][CH:15]=3)=[N:6][C:5]=2[N:4]([CH:20]([CH3:21])[CH3:22])[N:3]=1, predict the reactants needed to synthesize it. The reactants are: [Br:1][C:2]1[C:10]2[C:9]([C:11]([OH:13])=O)=[CH:8][C:7]([C:14]3[CH:19]=[CH:18][CH:17]=[CH:16][CH:15]=3)=[N:6][C:5]=2[N:4]([CH:20]([CH3:22])[CH3:21])[N:3]=1.Cl.[NH2:24][CH2:25][C:26]1[C:27](=[O:34])[NH:28][C:29]([CH3:33])=[CH:30][C:31]=1[CH3:32].C1C=CC2N(O)N=NC=2C=1.C(Cl)CCl.CCN(C(C)C)C(C)C.CN1CCOCC1.[Al].C([O-])([O-])=O.[Na+].[Na+]. (8) Given the product [C:1]1([CH3:16])[CH:2]=[CH:3][C:4]([S:7]([N:10]([CH2:12][C:13]([NH:23][C@H:22]([C:21]([OH:31])=[O:20])[CH2:24][C:25]2[CH:26]=[N:27][CH:28]=[CH:29][CH:30]=2)=[O:15])[CH3:11])(=[O:8])=[O:9])=[CH:5][CH:6]=1, predict the reactants needed to synthesize it. The reactants are: [C:1]1([CH3:16])[CH:6]=[CH:5][C:4]([S:7]([N:10]([CH2:12][C:13]([OH:15])=O)[CH3:11])(=[O:9])=[O:8])=[CH:3][CH:2]=1.Cl.Cl.C[O:20][C:21](=[O:31])[C@H:22]([CH2:24][C:25]1[CH:26]=[N:27][CH:28]=[CH:29][CH:30]=1)[NH2:23]. (9) Given the product [CH2:25]([N:27]([CH3:34])[C:28]([CH3:33])([CH3:32])[C:29]([NH:31][C:21]([C:10]1[C:9]([CH3:24])=[C:8]([C:5]2[CH:4]=[CH:3][C:2]([Cl:1])=[CH:7][CH:6]=2)[N:12]([C:13]2[CH:18]=[CH:17][C:16]([Cl:19])=[CH:15][C:14]=2[Cl:20])[N:11]=1)=[O:22])=[O:30])[CH3:26], predict the reactants needed to synthesize it. The reactants are: [Cl:1][C:2]1[CH:7]=[CH:6][C:5]([C:8]2[N:12]([C:13]3[CH:18]=[CH:17][C:16]([Cl:19])=[CH:15][C:14]=3[Cl:20])[N:11]=[C:10]([C:21](Cl)=[O:22])[C:9]=2[CH3:24])=[CH:4][CH:3]=1.[CH2:25]([N:27]([CH3:34])[C:28]([CH3:33])([CH3:32])[C:29]([NH2:31])=[O:30])[CH3:26].C[Si]([N-][Si](C)(C)C)(C)C.[Li+]. (10) Given the product [CH2:1]([O:3][C:4]1[C:5]([OH:32])=[C:6]([CH:10]=[C:11]([CH:13]2[C:18]([C:19]3[CH:24]=[CH:23][CH:22]=[CH:21][CH:20]=3)=[C:17]([C:25]3[CH:30]=[CH:29][CH:28]=[CH:27][CH:26]=3)[NH:16][C:15](=[O:31])[NH:14]2)[CH:12]=1)[C:7]([NH2:37])=[O:9])[CH3:2], predict the reactants needed to synthesize it. The reactants are: [CH2:1]([O:3][C:4]1[C:5]([OH:32])=[C:6]([CH:10]=[C:11]([CH:13]2[C:18]([C:19]3[CH:24]=[CH:23][CH:22]=[CH:21][CH:20]=3)=[C:17]([C:25]3[CH:30]=[CH:29][CH:28]=[CH:27][CH:26]=3)[NH:16][C:15](=[O:31])[NH:14]2)[CH:12]=1)[C:7]([OH:9])=O)[CH3:2].[NH4+].[Cl-].CC[N:37]=C=NCCCN(C)C.C1C=CC2N(O)N=NC=2C=1.CN1CCOCC1.